This data is from Peptide-MHC class I binding affinity with 185,985 pairs from IEDB/IMGT. The task is: Regression. Given a peptide amino acid sequence and an MHC pseudo amino acid sequence, predict their binding affinity value. This is MHC class I binding data. (1) The peptide sequence is GLMWLSYFVA. The MHC is HLA-A02:06 with pseudo-sequence HLA-A02:06. The binding affinity (normalized) is 0.540. (2) The peptide sequence is CMVICLLSF. The MHC is HLA-B15:03 with pseudo-sequence HLA-B15:03. The binding affinity (normalized) is 0.403. (3) The peptide sequence is NIFMTLVPV. The MHC is HLA-A02:03 with pseudo-sequence HLA-A02:03. The binding affinity (normalized) is 0.829. (4) The peptide sequence is YMYDFKDL. The MHC is HLA-A02:01 with pseudo-sequence HLA-A02:01. The binding affinity (normalized) is 0.424.